This data is from Reaction yield outcomes from USPTO patents with 853,638 reactions. The task is: Predict the reaction yield, written as a fraction of the theoretical maximum amount of product (1.0 means a 100% yield; for example, 0.34 means a 34% yield). (1) The reactants are [F:1][C:2]1[C:7]([C:8]([F:11])([F:10])[F:9])=[CH:6][CH:5]=[CH:4][C:3]=1[C:12]([C:38]1[CH:43]=[CH:42][CH:41]=[CH:40][CH:39]=1)([C:14]1[N:18](C(C2C=CC=CC=2)(C2C=CC=CC=2)C2C=CC=CC=2)[CH:17]=[N:16][CH:15]=1)O.C(O)(C(F)(F)F)=O.C([SiH](CC)CC)C. The catalyst is ClCCl. The product is [F:1][C:2]1[C:7]([C:8]([F:9])([F:10])[F:11])=[CH:6][CH:5]=[CH:4][C:3]=1[CH:12]([C:38]1[CH:43]=[CH:42][CH:41]=[CH:40][CH:39]=1)[C:14]1[NH:18][CH:17]=[N:16][CH:15]=1. The yield is 0.620. (2) The reactants are [C:1]([N:3]=[C:4]([N:26]1[CH2:31][CH2:30][CH2:29][C@@H:28]([C@:32]([OH:45])([C:39]2[CH:44]=[CH:43][CH:42]=[CH:41][CH:40]=2)[CH2:33][CH2:34][CH2:35][CH2:36][O:37][CH3:38])[CH2:27]1)[NH:5][C@@H:6]([CH2:19][CH:20]1[CH2:25][CH2:24][CH2:23][CH2:22][CH2:21]1)[CH2:7][N:8](C)[C:9](OCC[Si](C)(C)C)=O)#[N:2].[N+](CC)(CC)(CC)CC.[F-]. The catalyst is CC#N. The product is [C:1]([N:3]=[C:4]([N:26]1[CH2:31][CH2:30][CH2:29][C@@H:28]([C@:32]([OH:45])([C:39]2[CH:40]=[CH:41][CH:42]=[CH:43][CH:44]=2)[CH2:33][CH2:34][CH2:35][CH2:36][O:37][CH3:38])[CH2:27]1)[NH:5][C@@H:6]([CH2:19][CH:20]1[CH2:21][CH2:22][CH2:23][CH2:24][CH2:25]1)[CH2:7][NH:8][CH3:9])#[N:2]. The yield is 0.140. (3) The reactants are [N:1]1([CH2:6][C:7]2[N:12]=[C:11]([C:13]([O:15]C)=[O:14])[CH:10]=[CH:9][CH:8]=2)[CH2:5][CH2:4][CH2:3][CH2:2]1.[OH-].[Na+].Cl. The catalyst is C(O)C.O. The product is [N:1]1([CH2:6][C:7]2[N:12]=[C:11]([C:13]([OH:15])=[O:14])[CH:10]=[CH:9][CH:8]=2)[CH2:5][CH2:4][CH2:3][CH2:2]1. The yield is 0.550. (4) The reactants are FC1C=CC([C:8](=[O:25])[CH2:9][CH2:10][CH2:11][N:12]2[CH2:17][CH2:16][N:15](C3N=CC(F)=CN=3)[CH2:14][CH2:13]2)=CC=1.CC(C)([O-])C.[K+].CC(O)(C)C. The catalyst is CC(O)C. The product is [N:12]1([CH2:11][CH2:10][CH2:9][CH2:8][OH:25])[CH2:17][CH2:16][NH:15][CH2:14][CH2:13]1. The yield is 0.945.